This data is from Catalyst prediction with 721,799 reactions and 888 catalyst types from USPTO. The task is: Predict which catalyst facilitates the given reaction. Reactant: Br[CH2:2][C:3]1[CH:10]=[CH:9][CH:8]=[CH:7][C:4]=1[C:5]#[N:6].[N-:11]=[N+:12]=[N-:13].[Na+]. Product: [N:11]([CH2:2][C:3]1[CH:10]=[CH:9][CH:8]=[CH:7][C:4]=1[C:5]#[N:6])=[N+:12]=[N-:13]. The catalyst class is: 21.